Task: Regression/Classification. Given a drug SMILES string, predict its toxicity properties. Task type varies by dataset: regression for continuous values (e.g., LD50, hERG inhibition percentage) or binary classification for toxic/non-toxic outcomes (e.g., AMES mutagenicity, cardiotoxicity, hepatotoxicity). Dataset: herg_karim.. Dataset: hERG potassium channel inhibition data for cardiac toxicity prediction from Karim et al. (1) The compound is Cc1ncc(-c2c(C)c(CN[C@H]3CC[C@@H](F)C3)nn2-c2ncccc2Cl)cc1F. The result is 0 (non-blocker). (2) The compound is CS(=O)(=O)Nc1ccc(OC[C@@H](O)CN(CCc2ccc(Cl)c(Cl)c2)Cc2ccccc2O)cc1. The result is 1 (blocker). (3) The drug is CCOC(=O)C1CCN(c2cc(C(=N)N(C)C)ccc2C(=O)Nc2ccc(OC)cc2C(=O)Nc2ccc(Cl)cn2)CC1. The result is 1 (blocker). (4) The compound is O=C(Nc1ccc(-c2nnc(NCCCN3CCCCC3)o2)cc1F)c1ccccc1F. The result is 1 (blocker). (5) The compound is COc1c(Cl)cc2c([nH]c3cnccc32)c1NC(=O)c1cccnc1C. The result is 0 (non-blocker).